Dataset: NCI-60 drug combinations with 297,098 pairs across 59 cell lines. Task: Regression. Given two drug SMILES strings and cell line genomic features, predict the synergy score measuring deviation from expected non-interaction effect. Drug 1: CN1C(=O)N2C=NC(=C2N=N1)C(=O)N. Drug 2: C1=CN(C=N1)CC(O)(P(=O)(O)O)P(=O)(O)O. Cell line: SF-295. Synergy scores: CSS=3.74, Synergy_ZIP=-0.843, Synergy_Bliss=-0.899, Synergy_Loewe=-0.422, Synergy_HSA=-1.51.